From a dataset of Peptide-MHC class I binding affinity with 185,985 pairs from IEDB/IMGT. Regression. Given a peptide amino acid sequence and an MHC pseudo amino acid sequence, predict their binding affinity value. This is MHC class I binding data. The peptide sequence is YADHGANQL. The MHC is HLA-B15:09 with pseudo-sequence HLA-B15:09. The binding affinity (normalized) is 0.274.